This data is from NCI-60 drug combinations with 297,098 pairs across 59 cell lines. The task is: Regression. Given two drug SMILES strings and cell line genomic features, predict the synergy score measuring deviation from expected non-interaction effect. (1) Cell line: CAKI-1. Drug 2: CS(=O)(=O)OCCCCOS(=O)(=O)C. Synergy scores: CSS=8.80, Synergy_ZIP=-5.12, Synergy_Bliss=-7.38, Synergy_Loewe=-7.79, Synergy_HSA=-5.98. Drug 1: CS(=O)(=O)C1=CC(=C(C=C1)C(=O)NC2=CC(=C(C=C2)Cl)C3=CC=CC=N3)Cl. (2) Drug 2: CC1=C(C=C(C=C1)NC(=O)C2=CC=C(C=C2)CN3CCN(CC3)C)NC4=NC=CC(=N4)C5=CN=CC=C5. Drug 1: C1C(C(OC1N2C=C(C(=O)NC2=O)F)CO)O. Cell line: SF-268. Synergy scores: CSS=21.0, Synergy_ZIP=-2.85, Synergy_Bliss=-1.15, Synergy_Loewe=-28.5, Synergy_HSA=-1.91.